From a dataset of Retrosynthesis with 50K atom-mapped reactions and 10 reaction types from USPTO. Predict the reactants needed to synthesize the given product. Given the product O=C(O)c1ccc(N(Cc2cccnc2)c2ccc(OC(F)F)c(OC(F)F)c2)cc1, predict the reactants needed to synthesize it. The reactants are: CC(C)(C)OC(=O)c1ccc(N(Cc2cccnc2)c2ccc(OC(F)F)c(OC(F)F)c2)cc1.